This data is from Reaction yield outcomes from USPTO patents with 853,638 reactions. The task is: Predict the reaction yield, written as a fraction of the theoretical maximum amount of product (1.0 means a 100% yield; for example, 0.34 means a 34% yield). (1) The reactants are CNN.[C:4]([O:8][C:9]([N:11]1[CH2:15][CH2:14][C@H:13]([O:16][N:17]2C(=O)C3C(=CC=CC=3)C2=O)[CH2:12]1)=[O:10])([CH3:7])([CH3:6])[CH3:5]. The catalyst is C(Cl)Cl. The product is [C:4]([O:8][C:9]([N:11]1[CH2:15][CH2:14][C@H:13]([O:16][NH2:17])[CH2:12]1)=[O:10])([CH3:7])([CH3:5])[CH3:6]. The yield is 0.990. (2) The reactants are [Cl:1][C:2]1[C:3]([O:12][C:13]2[CH:18]=[C:17]([O:19][CH2:20][CH2:21][O:22][CH3:23])[CH:16]=[CH:15][C:14]=2/[CH:24]=[CH:25]/[CH2:26]O)=[N:4][CH:5]=[C:6]([C:8]([F:11])([F:10])[F:9])[CH:7]=1.CS(Cl)(=O)=O.Cl.C1(=O)[NH:38]C(=O)C2=CC=CC=C12.[K].O.NN. The catalyst is C(OCC)(=O)C.CN(C)C=O.CO.O.C(N(CC)CC)C. The product is [Cl:1][C:2]1[C:3]([O:12][C:13]2[CH:18]=[C:17]([O:19][CH2:20][CH2:21][O:22][CH3:23])[CH:16]=[CH:15][C:14]=2/[CH:24]=[CH:25]/[CH2:26][NH2:38])=[N:4][CH:5]=[C:6]([C:8]([F:9])([F:11])[F:10])[CH:7]=1. The yield is 0.630. (3) The reactants are [Si]([O:8][CH:9]([C:22]1[O:23][C:24]([C:27]2[N:32]=[C:31]([C:33]([O:35][CH3:36])=[O:34])[CH:30]=[CH:29][CH:28]=2)=[CH:25][N:26]=1)[CH2:10][CH2:11][CH2:12][CH2:13][CH2:14][CH2:15][C:16]1[CH:21]=[CH:20][CH:19]=[CH:18][CH:17]=1)(C(C)(C)C)(C)C.[Si](OC(C1OC([Sn](CCCC)(CCCC)CCCC)=CN=1)CCCCCCC1C=CC=CC=1)(C(C)(C)C)(C)C.ClC1N=C(C(OC)=O)C=CC=1. No catalyst specified. The product is [C:16]1([CH2:15][CH2:14][CH2:13][CH2:12][CH2:11][CH2:10][C:9]([C:22]2[O:23][C:24]([C:27]3[N:32]=[C:31]([C:33]([O:35][CH3:36])=[O:34])[CH:30]=[CH:29][CH:28]=3)=[CH:25][N:26]=2)=[O:8])[CH:17]=[CH:18][CH:19]=[CH:20][CH:21]=1. The yield is 1.00.